Dataset: Forward reaction prediction with 1.9M reactions from USPTO patents (1976-2016). Task: Predict the product of the given reaction. (1) The product is: [Cl:1][C:2]1[CH:3]=[CH:4][CH:5]=[C:6]2[C:11]=1[N:10]=[C:9]([C:12]1[N:13]=[CH:14][S:15][CH:16]=1)[C:8]([C@@H:17]([NH:19][C:21]1[N:29]=[CH:28][N:27]=[C:26]3[C:22]=1[N:23]=[CH:24][NH:25]3)[CH3:18])=[CH:7]2. Given the reactants [Cl:1][C:2]1[CH:3]=[CH:4][CH:5]=[C:6]2[C:11]=1[N:10]=[C:9]([C:12]1[N:13]=[CH:14][S:15][CH:16]=1)[C:8]([C@@H:17]([NH2:19])[CH3:18])=[CH:7]2.Cl[C:21]1[N:29]=[CH:28][N:27]=[C:26]2[C:22]=1[NH:23][CH:24]=[N:25]2.CCN(C(C)C)C(C)C, predict the reaction product. (2) Given the reactants [CH3:1][S:2]([CH2:5][CH2:6][O:7][C:8]1[C:16]2[N:15]=[N:14][N:13]([C:17]3[CH:22]=[CH:21][N:20]=[C:19](S(C)(=O)=O)[N:18]=3)[C:12]=2[CH:11]=[CH:10][CH:9]=1)(=[O:4])=[O:3].[CH2:27]([O:29][C:30]([CH:32]1[CH2:37][CH2:36][CH:35]([NH2:38])[CH2:34][CH2:33]1)=[O:31])[CH3:28], predict the reaction product. The product is: [CH2:27]([O:29][C:30]([CH:32]1[CH2:37][CH2:36][CH:35]([NH:38][C:19]2[N:18]=[C:17]([N:13]3[C:12]4[CH:11]=[CH:10][CH:9]=[C:8]([O:7][CH2:6][CH2:5][S:2]([CH3:1])(=[O:4])=[O:3])[C:16]=4[N:15]=[N:14]3)[CH:22]=[CH:21][N:20]=2)[CH2:34][CH2:33]1)=[O:31])[CH3:28]. (3) Given the reactants [CH2:1]([O:3][C:4](=[O:26])[CH2:5][C:6]1[CH:11]=[C:10]([C:12]([F:15])([F:14])[F:13])[CH:9]=[C:8]([O:16][C:17]2[CH:22]=[CH:21][C:20]([Br:23])=[CH:19][C:18]=2[CH2:24]Br)[CH:7]=1)[CH3:2].[CH3:27][C@@H:28]1[C@H:32]([C:33]2[CH:38]=[CH:37][CH:36]=[CH:35][CH:34]=2)[O:31][C:30](=[O:39])[NH:29]1, predict the reaction product. The product is: [CH2:1]([O:3][C:4](=[O:26])[CH2:5][C:6]1[CH:11]=[C:10]([C:12]([F:14])([F:15])[F:13])[CH:9]=[C:8]([O:16][C:17]2[CH:22]=[CH:21][C:20]([Br:23])=[CH:19][C:18]=2[CH2:24][N:29]2[C@H:28]([CH3:27])[C@H:32]([C:33]3[CH:38]=[CH:37][CH:36]=[CH:35][CH:34]=3)[O:31][C:30]2=[O:39])[CH:7]=1)[CH3:2]. (4) Given the reactants C(OC(=O)[NH:7][C:8]1[CH:13]=[C:12]([O:14][CH2:15][C:16]([F:19])([F:18])[F:17])[C:11]([C:20]([F:23])([F:22])[F:21])=[CH:10][C:9]=1[NH:24][C:25](=[O:43])[CH2:26][C:27]([C:29]1[CH:34]=[CH:33][CH:32]=[C:31]([C:35]2[C:36]([CH2:41][CH3:42])=[N:37][CH:38]=[CH:39][CH:40]=2)[CH:30]=1)=O)(C)(C)C.C(O)(C(F)(F)F)=O, predict the reaction product. The product is: [CH2:41]([C:36]1[C:35]([C:31]2[CH:30]=[C:29]([C:27]3[CH2:26][C:25](=[O:43])[NH:24][C:9]4[CH:10]=[C:11]([C:20]([F:21])([F:23])[F:22])[C:12]([O:14][CH2:15][C:16]([F:18])([F:19])[F:17])=[CH:13][C:8]=4[N:7]=3)[CH:34]=[CH:33][CH:32]=2)=[CH:40][CH:39]=[CH:38][N:37]=1)[CH3:42]. (5) Given the reactants [NH:1]1[C:5]2[CH:6]=[CH:7][C:8]([NH2:10])=[CH:9][C:4]=2[N:3]=[CH:2]1.[Cl:11][C:12]1[CH:17]=[N:16][CH:15]=[C:14](Cl)[N:13]=1.C(=O)([O-])[O-].[Cs+].[Cs+], predict the reaction product. The product is: [Cl:11][C:12]1[N:13]=[C:14]([N:3]2[C:4]3[CH:9]=[C:8]([NH2:10])[CH:7]=[CH:6][C:5]=3[N:1]=[CH:2]2)[CH:15]=[N:16][CH:17]=1.